Dataset: Peptide-MHC class I binding affinity with 185,985 pairs from IEDB/IMGT. Task: Regression. Given a peptide amino acid sequence and an MHC pseudo amino acid sequence, predict their binding affinity value. This is MHC class I binding data. (1) The peptide sequence is QAISPRTLNAW. The MHC is HLA-A01:01 with pseudo-sequence HLA-A01:01. The binding affinity (normalized) is 0. (2) The peptide sequence is IRWLGGILPW. The MHC is Mamu-B17 with pseudo-sequence Mamu-B17. The binding affinity (normalized) is 0.701. (3) The peptide sequence is VHDREGNEV. The MHC is HLA-A30:01 with pseudo-sequence HLA-A30:01. The binding affinity (normalized) is 0.216. (4) The peptide sequence is TPNYMKLLVY. The MHC is HLA-B35:01 with pseudo-sequence HLA-B35:01. The binding affinity (normalized) is 0.642. (5) The peptide sequence is VRLLAHVIQ. The MHC is Mamu-B03 with pseudo-sequence Mamu-B03. The binding affinity (normalized) is 0.118. (6) The peptide sequence is IVNRNRQGY. The MHC is HLA-B54:01 with pseudo-sequence HLA-B54:01. The binding affinity (normalized) is 0.